From a dataset of Forward reaction prediction with 1.9M reactions from USPTO patents (1976-2016). Predict the product of the given reaction. Given the reactants Cl.C(OC([N:9]1[CH2:14][CH2:13][CH:12]([NH:15][C:16]2[C:21]([NH:22][C:23](=[O:30])[CH2:24][CH:25]3[CH2:29][CH2:28][CH2:27][CH2:26]3)=[CH:20][N:19]=[C:18]3[N:31]([S:34]([C:37]4[CH:42]=[CH:41][CH:40]=[CH:39][CH:38]=4)(=[O:36])=[O:35])[CH:32]=[CH:33][C:17]=23)[CH2:11][CH2:10]1)=O)(C)(C)C, predict the reaction product. The product is: [C:37]1([S:34]([N:31]2[C:18]3=[N:19][CH:20]=[C:21]([NH:22][C:23](=[O:30])[CH2:24][CH:25]4[CH2:26][CH2:27][CH2:28][CH2:29]4)[C:16]([NH:15][CH:12]4[CH2:11][CH2:10][NH:9][CH2:14][CH2:13]4)=[C:17]3[CH:33]=[CH:32]2)(=[O:36])=[O:35])[CH:42]=[CH:41][CH:40]=[CH:39][CH:38]=1.